This data is from Peptide-MHC class I binding affinity with 185,985 pairs from IEDB/IMGT. The task is: Regression. Given a peptide amino acid sequence and an MHC pseudo amino acid sequence, predict their binding affinity value. This is MHC class I binding data. The peptide sequence is NPTQAPVIQLHAVY. The MHC is HLA-A30:02 with pseudo-sequence HLA-A30:02. The binding affinity (normalized) is 0.405.